Dataset: Reaction yield outcomes from USPTO patents with 853,638 reactions. Task: Predict the reaction yield, written as a fraction of the theoretical maximum amount of product (1.0 means a 100% yield; for example, 0.34 means a 34% yield). The reactants are [C:1]([NH:4][C:5]1[C:14]2[C:9](=[CH:10][CH:11]=[CH:12][CH:13]=2)[C:8]([S:15]([OH:18])(=O)=[O:16])=[CH:7][CH:6]=1)(=[O:3])[CH3:2].[Cl:19]S(O)(=O)=O. No catalyst specified. The product is [C:1]([NH:4][C:5]1[C:14]2[C:9](=[CH:10][CH:11]=[CH:12][CH:13]=2)[C:8]([S:15]([Cl:19])(=[O:18])=[O:16])=[CH:7][CH:6]=1)(=[O:3])[CH3:2]. The yield is 0.870.